From a dataset of Peptide-MHC class I binding affinity with 185,985 pairs from IEDB/IMGT. Regression. Given a peptide amino acid sequence and an MHC pseudo amino acid sequence, predict their binding affinity value. This is MHC class I binding data. (1) The peptide sequence is YNLLSRQVI. The MHC is H-2-Kb with pseudo-sequence H-2-Kb. The binding affinity (normalized) is 0.0670. (2) The peptide sequence is ILKEHVSRY. The MHC is HLA-B15:01 with pseudo-sequence HLA-B15:01. The binding affinity (normalized) is 0.420. (3) The peptide sequence is TRQQTSFPF. The MHC is HLA-B53:01 with pseudo-sequence HLA-B53:01. The binding affinity (normalized) is 0.213. (4) The peptide sequence is RARKRGITL. The MHC is HLA-A03:01 with pseudo-sequence HLA-A03:01. The binding affinity (normalized) is 0.0847.